From a dataset of Blood-brain barrier penetration binary classification data from Martins et al.. Regression/Classification. Given a drug SMILES string, predict its absorption, distribution, metabolism, or excretion properties. Task type varies by dataset: regression for continuous measurements (e.g., permeability, clearance, half-life) or binary classification for categorical outcomes (e.g., BBB penetration, CYP inhibition). Dataset: bbb_martins. The drug is NC(=O)c1cnccn1. The result is 1 (penetrates BBB).